Dataset: Forward reaction prediction with 1.9M reactions from USPTO patents (1976-2016). Task: Predict the product of the given reaction. (1) The product is: [NH2:4][C:5]1[N:6]=[C:7]([O:33][CH:34]([CH3:36])[CH3:35])[C:8]2[S:13][C:12](=[O:14])[N:11]([C@@H:15]3[O:27][C@H:26]([CH2:28][OH:29])[C@@H:21]([OH:22])[C@H:16]3[OH:17])[C:9]=2[N:10]=1. Given the reactants C([NH:4][C:5]1[N:6]=[C:7]([O:33][CH:34]([CH3:36])[CH3:35])[C:8]2[S:13][C:12](=[O:14])[N:11]([C@@H:15]3[O:27][C@H:26]([CH2:28][O:29]C(=O)C)[C@@H:21]([O:22]C(=O)C)[C@H:16]3[O:17]C(=O)C)[C:9]=2[N:10]=1)(=O)C.C([O-])([O-])=O.[K+].[K+].C1COCC1.C(Cl)(Cl)Cl, predict the reaction product. (2) The product is: [NH2:22][CH:19]1[CH2:18][CH2:17][N:16]([CH2:15][CH:14]2[C:3]3[C:4]4[N:5]([C:6](=[O:12])[CH:7]=[N:8][C:9]=4[CH:10]=[CH:11][C:2]=3[F:1])[CH2:13]2)[CH2:21][CH2:20]1. Given the reactants [F:1][C:2]1[CH:11]=[CH:10][C:9]2[N:8]=[CH:7][C:6](=[O:12])[N:5]3[CH2:13][CH:14]([CH2:15][N:16]4[CH2:21][CH2:20][CH:19]([NH:22]C(=O)OC(C)(C)C)[CH2:18][CH2:17]4)[C:3]=1[C:4]=23.Cl, predict the reaction product. (3) Given the reactants [OH-].[K+].CS(O[CH2:8][CH2:9][NH:10][S:11]([C:14]1[CH:19]=[CH:18][CH:17]=[CH:16][C:15]=1[N+:20]([O-:22])=[O:21])(=[O:13])=[O:12])(=O)=O, predict the reaction product. The product is: [N+:20]([C:15]1[CH:16]=[CH:17][CH:18]=[CH:19][C:14]=1[S:11]([N:10]1[CH2:8][CH2:9]1)(=[O:13])=[O:12])([O-:22])=[O:21]. (4) Given the reactants [Cl:1][C:2]1[CH:3]=[CH:4][C:5]([F:9])=[C:6]([OH:8])[CH:7]=1.Cl[CH2:11][CH2:12][CH2:13][CH2:14][CH:15]([N:22]1[CH:26]=[N:25][CH:24]=[N:23]1)[C:16](=[O:21])[C:17]([CH3:20])([CH3:19])[CH3:18].C([O-])([O-])=O.[K+].[K+], predict the reaction product. The product is: [Cl:1][C:2]1[CH:3]=[CH:4][C:5]([F:9])=[C:6]([CH:7]=1)[O:8][CH2:11][CH2:12][CH2:13][CH2:14][CH:15]([N:22]1[CH:26]=[N:25][CH:24]=[N:23]1)[C:16](=[O:21])[C:17]([CH3:18])([CH3:20])[CH3:19]. (5) Given the reactants [CH2:1]([O:3][C:4]([C:6]1[C:10]([C:11]#[CH:12])=[CH:9][S:8][C:7]=1[NH2:13])=[O:5])[CH3:2].I[C:15]1[CH:20]=[CH:19][CH:18]=[CH:17][CH:16]=1.C(NC(C)C)(C)C, predict the reaction product. The product is: [CH2:1]([O:3][C:4]([C:6]1[C:10]([C:11]#[C:12][C:15]2[CH:20]=[CH:19][CH:18]=[CH:17][CH:16]=2)=[CH:9][S:8][C:7]=1[NH2:13])=[O:5])[CH3:2]. (6) Given the reactants [NH2:1][CH2:2][CH2:3][CH2:4][N:5]1[C:9]2[CH:10]=[CH:11][CH:12]=[CH:13][C:8]=2[N:7]=[C:6]1[CH2:14][N:15]([CH3:26])[CH:16]1[C:25]2[N:24]=[CH:23][CH:22]=[CH:21][C:20]=2[CH2:19][CH2:18][CH2:17]1.Cl.[N:28]1[CH:33]=[CH:32][CH:31]=[CH:30][C:29]=1[CH2:34]Cl.C([O-])([O-])=O.[K+].[K+], predict the reaction product. The product is: [CH3:26][N:15]([CH2:14][C:6]1[N:5]([CH2:4][CH2:3][CH2:2][NH:1][CH2:34][C:29]2[CH:30]=[CH:31][CH:32]=[CH:33][N:28]=2)[C:9]2[CH:10]=[CH:11][CH:12]=[CH:13][C:8]=2[N:7]=1)[CH:16]1[C:25]2[N:24]=[CH:23][CH:22]=[CH:21][C:20]=2[CH2:19][CH2:18][CH2:17]1.